Dataset: Full USPTO retrosynthesis dataset with 1.9M reactions from patents (1976-2016). Task: Predict the reactants needed to synthesize the given product. (1) The reactants are: [Cl:1][C:2]1[CH:3]=[C:4]([C:8]2[C:13]3[N:14]([CH2:29][C@H:30]4[CH2:35][CH2:34][C@H:33]([CH3:36])[CH2:32][CH2:31]4)[C:15]([N:17]4[CH2:22][CH2:21][O:20][CH2:19][C@H:18]4[C:23]4[CH:28]=[CH:27][CH:26]=[CH:25][CH:24]=4)=[N:16][C:12]=3[CH:11]=[C:10]([C:37]([NH:39][NH2:40])=[O:38])[N:9]=2)[CH:5]=[N:6][CH:7]=1.[C:41](N1C=CN=C1)(N1C=CN=C1)=[O:42].N12CCCN=C1CCCCC2. Given the product [Cl:1][C:2]1[CH:3]=[C:4]([C:8]2[C:13]3[N:14]([CH2:29][C@H:30]4[CH2:31][CH2:32][C@H:33]([CH3:36])[CH2:34][CH2:35]4)[C:15]([N:17]4[CH2:22][CH2:21][O:20][CH2:19][C@H:18]4[C:23]4[CH:28]=[CH:27][CH:26]=[CH:25][CH:24]=4)=[N:16][C:12]=3[CH:11]=[C:10]([C:37]3[O:38][C:41](=[O:42])[NH:40][N:39]=3)[N:9]=2)[CH:5]=[N:6][CH:7]=1, predict the reactants needed to synthesize it. (2) Given the product [CH2:43]([N:27]1[C:17]2[N:18]=[C:19]([N:21]3[CH2:26][CH2:25][O:24][CH2:23][CH2:22]3)[N:20]=[C:15]([C:12]3[CH:11]=[N:10][C:9]([N:8]([CH2:7][C:6]4[CH:5]=[CH:4][C:3]([O:2][CH3:1])=[CH:40][CH:39]=4)[CH2:30][C:31]4[CH:32]=[CH:33][C:34]([O:37][CH3:38])=[CH:35][CH:36]=4)=[N:14][CH:13]=3)[C:16]=2[CH2:29][CH2:28]1)[CH3:44], predict the reactants needed to synthesize it. The reactants are: [CH3:1][O:2][C:3]1[CH:40]=[CH:39][C:6]([CH2:7][N:8]([CH2:30][C:31]2[CH:36]=[CH:35][C:34]([O:37][CH3:38])=[CH:33][CH:32]=2)[C:9]2[N:14]=[CH:13][C:12]([C:15]3[C:16]4[CH2:29][CH2:28][NH:27][C:17]=4[N:18]=[C:19]([N:21]4[CH2:26][CH2:25][O:24][CH2:23][CH2:22]4)[N:20]=3)=[CH:11][N:10]=2)=[CH:5][CH:4]=1.[H-].[Na+].[CH2:43](I)[CH3:44]. (3) Given the product [Cl:21][C:19]1[N:20]=[C:16]([NH2:8])[S:17][C:18]=1[C:22]1[CH:23]=[C:24]2[C:29](=[CH:30][CH:31]=1)[CH:28]=[N:27][CH:26]=[CH:25]2, predict the reactants needed to synthesize it. The reactants are: COC1C=CC(C[N:8]([C:16]2[S:17][C:18]([C:22]3[CH:23]=[C:24]4[C:29](=[CH:30][CH:31]=3)[CH:28]=[N:27][CH:26]=[CH:25]4)=[C:19]([Cl:21])[N:20]=2)C(=O)OC(C)(C)C)=CC=1. (4) Given the product [Br:4][C:5]1[CH:17]=[CH:16][C:15]([Cl:18])=[CH:14][C:6]=1[CH2:7]/[C:8](=[N:9]/[OH:20])/[NH2:12], predict the reactants needed to synthesize it. The reactants are: NO.Cl.[Br:4][C:5]1[CH:17]=[CH:16][C:15]([Cl:18])=[CH:14][C:6]=1[CH2:7][C:8]1[N:9]=NN(C)[N:12]=1.C([O-])([O-])=[O:20].[K+].[K+]. (5) Given the product [CH3:10][O:9][C:7]1[CH:6]=[C:5]([NH:11][C:12]([N:17]2[S:18](=[O:20])(=[O:19])[NH:14][C:15]3[CH:24]=[CH:23][CH:22]=[CH:21][C:16]2=3)=[O:13])[CH:4]=[C:3]([O:2][CH3:1])[CH:8]=1, predict the reactants needed to synthesize it. The reactants are: [CH3:1][O:2][C:3]1[CH:4]=[C:5]([N:11]=[C:12]=[O:13])[CH:6]=[C:7]([O:9][CH3:10])[CH:8]=1.[NH:14]1[S:18](=[O:20])(=[O:19])[NH:17][C:16]2[CH:21]=[CH:22][CH:23]=[CH:24][C:15]1=2.C(N(CC)CC)C. (6) Given the product [CH2:25]([O:32][C:33]([N:8]1[CH2:13][CH2:12][O:11][CH:10]([CH2:14][NH:15][C:16](=[O:24])[C:17]2[CH:22]=[CH:21][C:20]([OH:23])=[CH:19][CH:18]=2)[CH2:9]1)=[O:35])[C:26]1[CH:27]=[CH:28][CH:29]=[CH:30][CH:31]=1, predict the reactants needed to synthesize it. The reactants are: C([N:8]1[CH2:13][CH2:12][O:11][CH:10]([CH2:14][NH:15][C:16](=[O:24])[C:17]2[CH:22]=[CH:21][C:20]([OH:23])=[CH:19][CH:18]=2)[CH2:9]1)C1C=CC=CC=1.[CH2:25]([O:32][C:33]([O:35]N1C(=O)CCC1=O)=O)[C:26]1[CH:31]=[CH:30][CH:29]=[CH:28][CH:27]=1. (7) The reactants are: Cl.[CH3:2][C:3]1[C:8]([O:9][C:10]2[CH:15]=[CH:14][N:13]=[C:12]([NH:16][C:17]3[CH:18]=[C:19]([CH:34]=[CH:35][CH:36]=3)[CH2:20][N:21]3[CH2:26][CH2:25][N:24](C(OC(C)(C)C)=O)[CH2:23][CH2:22]3)[CH:11]=2)=[CH:7][CH:6]=[C:5]([CH3:37])[N:4]=1. Given the product [CH3:2][C:3]1[C:8]([O:9][C:10]2[CH:15]=[CH:14][N:13]=[C:12]([NH:16][C:17]3[CH:36]=[CH:35][CH:34]=[C:19]([CH2:20][N:21]4[CH2:26][CH2:25][NH:24][CH2:23][CH2:22]4)[CH:18]=3)[CH:11]=2)=[CH:7][CH:6]=[C:5]([CH3:37])[N:4]=1, predict the reactants needed to synthesize it.